This data is from Reaction yield outcomes from USPTO patents with 853,638 reactions. The task is: Predict the reaction yield, written as a fraction of the theoretical maximum amount of product (1.0 means a 100% yield; for example, 0.34 means a 34% yield). (1) The reactants are [CH3:1][C:2]1[C:7](OS(C(F)(F)F)(=O)=O)=[CH:6][CH:5]=[CH:4][N:3]=1.B1(B2OC(C)(C)C(C)(C)O2)OC(C)(C)C(C)(C)O1.C([O-])(=O)C.[K+].[F:39][C:40]([F:74])([F:73])[C:41]1[CH:42]=[C:43]([C:51]([CH3:72])([CH3:71])[C:52]([N:54]([C:56]2[CH:57]=[N:58][C:59]([N:63]3[CH2:67][C@H:66]([OH:68])[CH2:65][C@H:64]3[CH2:69][OH:70])=[CH:60][C:61]=2I)[CH3:55])=[O:53])[CH:44]=[C:45]([C:47]([F:50])([F:49])[F:48])[CH:46]=1.C(=O)([O-])[O-].[Na+].[Na+]. The catalyst is CN(C)C=O.O.C1C=CC([PH+]([C]2[CH][CH][CH][CH]2)C2C=CC=CC=2)=CC=1.C1C=CC([PH+]([C]2[CH][CH][CH][CH]2)C2C=CC=CC=2)=CC=1.C(Cl)Cl.Cl[Pd]Cl.[Fe]. The product is [F:50][C:47]([F:48])([F:49])[C:45]1[CH:44]=[C:43]([C:51]([CH3:71])([CH3:72])[C:52]([N:54]([C:56]2[CH:57]=[N:58][C:59]([N:63]3[CH2:67][C@H:66]([OH:68])[CH2:65][C@H:64]3[CH2:69][OH:70])=[CH:60][C:61]=2[C:7]2[C:2]([CH3:1])=[N:3][CH:4]=[CH:5][CH:6]=2)[CH3:55])=[O:53])[CH:42]=[C:41]([C:40]([F:74])([F:39])[F:73])[CH:46]=1. The yield is 0.390. (2) The reactants are [H-].[Na+].[C@H:3]1([CH2:11][OH:12])[CH2:8][CH2:7][C@H:6]([CH2:9][OH:10])[CH2:5][CH2:4]1.[CH2:13](Br)[C:14]1[CH:19]=[CH:18][CH:17]=[CH:16][CH:15]=1.O. The catalyst is C1COCC1.CCCC[N+](CCCC)(CCCC)CCCC.[I-]. The product is [CH2:13]([O:10][CH2:9][CH:6]1[CH2:7][CH2:8][CH:3]([CH2:11][OH:12])[CH2:4][CH2:5]1)[C:14]1[CH:19]=[CH:18][CH:17]=[CH:16][CH:15]=1. The yield is 0.600. (3) The reactants are C[O-].[Na+].[Na].[CH2:5]([O:12][C:13]1[CH:20]=[CH:19][C:16]([CH:17]=O)=[CH:15][C:14]=1[N+:21]([O-:23])=[O:22])[C:6]1[CH:11]=[CH:10][CH:9]=[CH:8][CH:7]=1.[N:24]([CH2:27][C:28]([O:30][CH3:31])=[O:29])=[N+:25]=[N-:26]. The catalyst is CO.O. The product is [N:24](/[C:27](=[CH:17]\[C:16]1[CH:19]=[CH:20][C:13]([O:12][CH2:5][C:6]2[CH:11]=[CH:10][CH:9]=[CH:8][CH:7]=2)=[C:14]([N+:21]([O-:23])=[O:22])[CH:15]=1)/[C:28]([O:30][CH3:31])=[O:29])=[N+:25]=[N-:26]. The yield is 0.590.